From a dataset of NCI-60 drug combinations with 297,098 pairs across 59 cell lines. Regression. Given two drug SMILES strings and cell line genomic features, predict the synergy score measuring deviation from expected non-interaction effect. (1) Drug 1: C1CNP(=O)(OC1)N(CCCl)CCCl. Drug 2: C1C(C(OC1N2C=NC(=NC2=O)N)CO)O. Cell line: HCT116. Synergy scores: CSS=22.2, Synergy_ZIP=-10.3, Synergy_Bliss=-4.87, Synergy_Loewe=-2.59, Synergy_HSA=0.137. (2) Drug 1: CC1C(C(=O)NC(C(=O)N2CCCC2C(=O)N(CC(=O)N(C(C(=O)O1)C(C)C)C)C)C(C)C)NC(=O)C3=C4C(=C(C=C3)C)OC5=C(C(=O)C(=C(C5=N4)C(=O)NC6C(OC(=O)C(N(C(=O)CN(C(=O)C7CCCN7C(=O)C(NC6=O)C(C)C)C)C)C(C)C)C)N)C. Drug 2: CC1=C(C(=O)C2=C(C1=O)N3CC4C(C3(C2COC(=O)N)OC)N4)N. Cell line: DU-145. Synergy scores: CSS=37.4, Synergy_ZIP=-1.27, Synergy_Bliss=-4.09, Synergy_Loewe=-6.91, Synergy_HSA=-3.49. (3) Drug 1: CN(C)N=NC1=C(NC=N1)C(=O)N. Synergy scores: CSS=2.06, Synergy_ZIP=-0.239, Synergy_Bliss=0.141, Synergy_Loewe=-6.00, Synergy_HSA=-3.31. Cell line: SNB-19. Drug 2: C(CCl)NC(=O)N(CCCl)N=O.